From a dataset of Retrosynthesis with 50K atom-mapped reactions and 10 reaction types from USPTO. Predict the reactants needed to synthesize the given product. (1) Given the product CCCCc1nc(C)n(Cc2ccc(F)cc2F)c(=O)c1Cc1ccc(-c2ccccc2C#N)cc1, predict the reactants needed to synthesize it. The reactants are: CCCCc1nc(C)[nH]c(=O)c1Cc1ccc(-c2ccccc2C#N)cc1.Fc1ccc(CBr)c(F)c1. (2) Given the product COc1cc(OC)c(F)c(-c2ncc3c(-c4ccc5c(c4)CCN(C(=O)OC(C)(C)C)C5)n[nH]c3n2)c1F, predict the reactants needed to synthesize it. The reactants are: CC(C)(C)OC(=O)N1CCc2cc(B3OC(C)(C)C(C)(C)O3)ccc2C1.COc1cc(OC)c(F)c(-c2ncc3c(I)n[nH]c3n2)c1F. (3) Given the product O=C1OCCN1c1ccc(Cc2ccc3c(c2)CCN(C2CCC2)CC3)cn1, predict the reactants needed to synthesize it. The reactants are: Brc1ccc(Cc2ccc3c(c2)CCN(C2CCC2)CC3)cn1.O=C1NCCO1. (4) Given the product N#Cc1ncc(C#CCCc2ccccc2)c(NC2CCCC2)n1, predict the reactants needed to synthesize it. The reactants are: C#CCCc1ccccc1.N#Cc1ncc(Br)c(NC2CCCC2)n1. (5) The reactants are: N#CCCC1CCCc2cc(S(=O)(=O)c3ccccc3)ccc21. Given the product NCCCC1CCCc2cc(S(=O)(=O)c3ccccc3)ccc21, predict the reactants needed to synthesize it. (6) Given the product CC(C/C=C/c1cnc2occc2c1)N(C)C(=O)OC(C)(C)C, predict the reactants needed to synthesize it. The reactants are: Brc1cnc2occc2c1.C=CCC(C)N(C)C(=O)OC(C)(C)C.